Dataset: NCI-60 drug combinations with 297,098 pairs across 59 cell lines. Task: Regression. Given two drug SMILES strings and cell line genomic features, predict the synergy score measuring deviation from expected non-interaction effect. (1) Drug 1: C1=NC2=C(N1)C(=S)N=C(N2)N. Drug 2: COCCOC1=C(C=C2C(=C1)C(=NC=N2)NC3=CC=CC(=C3)C#C)OCCOC.Cl. Cell line: PC-3. Synergy scores: CSS=19.2, Synergy_ZIP=-7.05, Synergy_Bliss=-1.71, Synergy_Loewe=-12.0, Synergy_HSA=-1.27. (2) Drug 1: CC1OCC2C(O1)C(C(C(O2)OC3C4COC(=O)C4C(C5=CC6=C(C=C35)OCO6)C7=CC(=C(C(=C7)OC)O)OC)O)O. Drug 2: CC(C)CN1C=NC2=C1C3=CC=CC=C3N=C2N. Cell line: TK-10. Synergy scores: CSS=27.8, Synergy_ZIP=-3.35, Synergy_Bliss=1.22, Synergy_Loewe=-2.45, Synergy_HSA=0.0570.